Task: Predict the product of the given reaction.. Dataset: Forward reaction prediction with 1.9M reactions from USPTO patents (1976-2016) (1) Given the reactants [Na].[C:2]([C:4](=[C:10](O)[C:11]([F:14])([F:13])[F:12])[C:5]([O:7][CH2:8][CH3:9])=[O:6])#[N:3].[C:16]([NH:20][NH2:21])([CH3:19])([CH3:18])[CH3:17].C(O)(C(F)(F)F)=O, predict the reaction product. The product is: [NH2:3][C:2]1[N:20]([C:16]([CH3:19])([CH3:18])[CH3:17])[N:21]=[C:10]([C:11]([F:14])([F:13])[F:12])[C:4]=1[C:5]([O:7][CH2:8][CH3:9])=[O:6]. (2) Given the reactants CN[C:3]([NH:10][CH3:11])=[CH:4][C:5]([O:7][CH2:8][CH3:9])=[O:6].[CH:12](N(CC)C(C)C)(C)C.[Cl:21][C:22]1[CH:30]=[CH:29][CH:28]=[CH:27][C:23]=1[C:24](Cl)=[O:25], predict the reaction product. The product is: [Cl:21][C:22]1[CH:30]=[CH:29][CH:28]=[CH:27][C:23]=1[C:24](=[O:25])[C:4](=[CH:3][N:10]([CH3:11])[CH3:12])[C:5]([O:7][CH2:8][CH3:9])=[O:6]. (3) Given the reactants ClC1C=[C:6]([C:8]([F:11])([F:10])[F:9])[N:5]=[CH:4][N:3]=1.[C:12]([N:19]1CCC(N)C[CH2:20]1)([O:14][C:15]([CH3:18])([CH3:17])[CH3:16])=[O:13].[CH3:26][CH2:27][N:28]([CH:32]([CH3:34])C)[CH:29]([CH3:31])C.O, predict the reaction product. The product is: [F:11][C:8]([F:9])([F:10])[C:6]1[N:5]=[CH:4][N:3]=[C:32]([N:28]2[CH2:27][CH2:26][CH:20]([NH:19][C:12](=[O:13])[O:14][C:15]([CH3:18])([CH3:17])[CH3:16])[CH2:31][CH2:29]2)[CH:34]=1. (4) Given the reactants [CH3:1][NH:2]C(C1N(CC2N3C=C(C)C=CC3=NC=2C2C=CC(C)=CC=2)N=CN=1)=O.[F:28][C:29]1[CH:30]=[CH:31][C:32]2[N:33]([C:35]([CH2:45][N:46]3[C:50]([C:51]([O:53]C)=O)=[N:49][CH:48]=[N:47]3)=[C:36]([C:38]3[CH:43]=[CH:42][C:41]([F:44])=[CH:40][CH:39]=3)[N:37]=2)[CH:34]=1.CN, predict the reaction product. The product is: [F:28][C:29]1[CH:30]=[CH:31][C:32]2[N:33]([C:35]([CH2:45][N:46]3[C:50]([C:51]([NH:2][CH3:1])=[O:53])=[N:49][CH:48]=[N:47]3)=[C:36]([C:38]3[CH:43]=[CH:42][C:41]([F:44])=[CH:40][CH:39]=3)[N:37]=2)[CH:34]=1. (5) Given the reactants [NH2:1][N:2]1[N:11]=[C:10]([C:12]([F:15])([F:14])[F:13])[C:9]2[C:4](=[CH:5][CH:6]=[CH:7][CH:8]=2)[C:3]1=[O:16].[C:17]1([CH2:23][C:24](O)=[O:25])[CH:22]=[CH:21][CH:20]=[CH:19][CH:18]=1.F[P-](F)(F)(F)(F)F.N1(OC(N(C)C)=[N+](C)C)C2N=CC=CC=2N=N1.C(N(CC)CC)C, predict the reaction product. The product is: [O:16]=[C:3]1[C:4]2[C:9](=[CH:8][CH:7]=[CH:6][CH:5]=2)[C:10]([C:12]([F:15])([F:13])[F:14])=[N:11][N:2]1[NH:1][C:24](=[O:25])[CH2:23][C:17]1[CH:22]=[CH:21][CH:20]=[CH:19][CH:18]=1. (6) Given the reactants [N+:1]([C:4]1[CH:15]=[CH:14][C:7]2[CH2:8][CH2:9][CH2:10][NH:11][C:12](=O)[C:6]=2[CH:5]=1)([O-:3])=[O:2].B.Cl, predict the reaction product. The product is: [N+:1]([C:4]1[CH:15]=[CH:14][C:7]2[CH2:8][CH2:9][CH2:10][NH:11][CH2:12][C:6]=2[CH:5]=1)([O-:3])=[O:2]. (7) Given the reactants [F:1][C:2]1[CH:3]=[CH:4][C:5]([N:10]2[CH:14]=[N:13][N:12]=[N:11]2)=[C:6]([CH2:8][NH2:9])[CH:7]=1.C([N:22]1[CH2:29][CH2:28][CH2:27][C@H:23]1[C:24](O)=[O:25])(OC(C)(C)C)=O, predict the reaction product. The product is: [F:1][C:2]1[CH:3]=[CH:4][C:5]([N:10]2[CH:14]=[N:13][N:12]=[N:11]2)=[C:6]([CH:7]=1)[CH2:8][NH:9][C:24](=[O:25])[C@@H:23]1[CH2:27][CH2:28][CH2:29][NH:22]1.